Predict the reaction yield, written as a fraction of the theoretical maximum amount of product (1.0 means a 100% yield; for example, 0.34 means a 34% yield). From a dataset of Reaction yield outcomes from USPTO patents with 853,638 reactions. (1) The reactants are [Cl-].O[NH3+:3].[C:4](=[O:7])([O-])[OH:5].[Na+].CS(C)=O.[F:13][C:14]1[CH:48]=[CH:47][C:17]([CH2:18][N:19]2[C:24](=[O:25])[C:23]([CH2:26][C:27]3[CH:32]=[CH:31][C:30]([C:33]4[C:34]([C:39]#[N:40])=[CH:35][CH:36]=[CH:37][CH:38]=4)=[CH:29][CH:28]=3)=[C:22]([CH2:41][CH2:42][CH3:43])[N:21]3[N:44]=[CH:45][N:46]=[C:20]23)=[CH:16][CH:15]=1. The catalyst is C(OCC)(=O)C. The product is [F:13][C:14]1[CH:48]=[CH:47][C:17]([CH2:18][N:19]2[C:24](=[O:25])[C:23]([CH2:26][C:27]3[CH:28]=[CH:29][C:30]([C:33]4[CH:38]=[CH:37][CH:36]=[CH:35][C:34]=4[C:39]4[NH:3][C:4](=[O:7])[O:5][N:40]=4)=[CH:31][CH:32]=3)=[C:22]([CH2:41][CH2:42][CH3:43])[N:21]3[N:44]=[CH:45][N:46]=[C:20]23)=[CH:16][CH:15]=1. The yield is 0.360. (2) The reactants are [Li]CCCC.Br[C:7]1[CH:12]=[CH:11][C:10]([CH2:13][O:14][Si](C(C)(C)C)(C)C)=[CH:9][N:8]=1.[C:22]([N:29]1[CH2:34][CH2:33][C:32](=[O:35])[CH2:31][CH2:30]1)([O:24][C:25]([CH3:28])([CH3:27])[CH3:26])=[O:23].[NH4+].[Cl-].[F-].C([N+](CCCC)(CCCC)CCCC)CCC.[SiH3]O[SiH3]. The catalyst is C1COCC1. The product is [OH:35][C:32]1([C:7]2[CH:12]=[CH:11][C:10]([CH2:13][OH:14])=[CH:9][N:8]=2)[CH2:31][CH2:30][N:29]([C:22]([O:24][C:25]([CH3:28])([CH3:27])[CH3:26])=[O:23])[CH2:34][CH2:33]1. The yield is 0.440. (3) The reactants are [CH3:1][N:2]([CH3:16])[C:3]1[C:12]([CH:13]=[O:14])=[CH:11][C:10]2[C:5](=[CH:6][CH:7]=[C:8]([CH3:15])[CH:9]=2)[N:4]=1.[BH4-].[Na+].Cl.[OH-].[Na+]. The catalyst is C1COCC1.CCO. The product is [CH3:1][N:2]([CH3:16])[C:3]1[C:12]([CH2:13][OH:14])=[CH:11][C:10]2[C:5](=[CH:6][CH:7]=[C:8]([CH3:15])[CH:9]=2)[N:4]=1. The yield is 0.900. (4) The reactants are [CH2:1]([N:3]1[C:11]2[C:6](=[CH:7][CH:8]=[C:9]([O:12][CH3:13])[CH:10]=2)[C:5]([C:14](=[S:16])[NH2:15])=[CH:4]1)[CH3:2].CO[CH:19](OC)[CH2:20]Br. The catalyst is C(COC)OC. The product is [CH2:1]([N:3]1[C:11]2[C:6](=[CH:7][CH:8]=[C:9]([O:12][CH3:13])[CH:10]=2)[C:5]([C:14]2[S:16][CH:19]=[CH:20][N:15]=2)=[CH:4]1)[CH3:2]. The yield is 0.470.